This data is from Forward reaction prediction with 1.9M reactions from USPTO patents (1976-2016). The task is: Predict the product of the given reaction. The product is: [Br:23][C:24]1[C:33]2[C:28](=[CH:29][CH:30]=[CH:31][CH:32]=2)[CH:27]=[C:26]([CH:34]([C:19]2[S:18][C:17]3[CH:21]=[CH:22][C:14]([CH2:12][CH3:13])=[CH:15][C:16]=3[CH:20]=2)[OH:35])[CH:25]=1. Given the reactants CCCCCC.C([Li])CCC.[CH2:12]([C:14]1[CH:22]=[CH:21][C:17]2[S:18][CH:19]=[CH:20][C:16]=2[CH:15]=1)[CH3:13].[Br:23][C:24]1[C:33]2[C:28](=[CH:29][CH:30]=[CH:31][CH:32]=2)[CH:27]=[C:26]([CH:34]=[O:35])[CH:25]=1.[Cl-].[NH4+], predict the reaction product.